Dataset: Full USPTO retrosynthesis dataset with 1.9M reactions from patents (1976-2016). Task: Predict the reactants needed to synthesize the given product. (1) Given the product [NH2:8][C:11]1[CH:12]=[C:13]([C:17]2([C:20]([NH2:22])=[O:21])[CH2:19][CH2:18]2)[CH:14]=[CH:15][CH:16]=1, predict the reactants needed to synthesize it. The reactants are: C([SiH](CC)CC)C.[N+:8]([C:11]1[CH:12]=[C:13]([C:17]2([C:20]([NH2:22])=[O:21])[CH2:19][CH2:18]2)[CH:14]=[CH:15][CH:16]=1)([O-])=O. (2) Given the product [N:3]1[C:4]2[C:9](=[CH:8][CH:7]=[CH:6][CH:5]=2)[CH:10]=[CH:11][C:2]=1[NH:18][C@H:19]1[CH2:24][CH2:23][C@@H:22]([NH2:25])[CH2:21][CH2:20]1, predict the reactants needed to synthesize it. The reactants are: Cl[C:2]1[CH:11]=[CH:10][C:9]2[C:4](=[CH:5][CH:6]=[CH:7][CH:8]=2)[N:3]=1.C(OC(=O)[NH:18][C@H:19]1[CH2:24][CH2:23][C@@H:22]([NH2:25])[CH2:21][CH2:20]1)(C)(C)C.C([O-])(O)=O.[Na+].Cl. (3) Given the product [Cl:1][C:2]1[CH:7]=[CH:6][C:5]([C:8]2([CH2:21][CH:22]=[O:33])[CH2:13][CH2:12][N:11]([C:14]([O:16][C:17]([CH3:20])([CH3:19])[CH3:18])=[O:15])[CH2:10][CH2:9]2)=[CH:4][CH:3]=1, predict the reactants needed to synthesize it. The reactants are: [Cl:1][C:2]1[CH:7]=[CH:6][C:5]([C:8]2([CH2:21][C:22]#N)[CH2:13][CH2:12][N:11]([C:14]([O:16][C:17]([CH3:20])([CH3:19])[CH3:18])=[O:15])[CH2:10][CH2:9]2)=[CH:4][CH:3]=1.CC(C[AlH]CC(C)C)C.[O:33]1CCCC1.